Dataset: Reaction yield outcomes from USPTO patents with 853,638 reactions. Task: Predict the reaction yield, written as a fraction of the theoretical maximum amount of product (1.0 means a 100% yield; for example, 0.34 means a 34% yield). (1) The reactants are [NH2:1][C:2]1[CH:16]=[CH:15][C:5]2[C:6](=[O:14])[NH:7][C:8]3[C:13]([C:4]=2[CH:3]=1)=[CH:12][CH:11]=[CH:10][N:9]=3.Br[CH2:18][CH2:19][C:20]([O:22][CH2:23][CH3:24])=[O:21]. No catalyst specified. The product is [O:14]=[C:6]1[C:5]2[CH:15]=[CH:16][C:2]([NH:1][CH2:18][CH2:19][C:20]([O:22][CH2:23][CH3:24])=[O:21])=[CH:3][C:4]=2[C:13]2[C:8](=[N:9][CH:10]=[CH:11][CH:12]=2)[NH:7]1. The yield is 0.660. (2) The reactants are C[O:2][C:3]([C:5]1[CH:14]=[CH:13][C:12]2[CH:11]([N:15]([CH:17]3[CH2:19][CH2:18]3)[CH3:16])[CH2:10][CH2:9][C:8]([CH3:21])([CH3:20])[C:7]=2[CH:6]=1)=[O:4].[OH-].[Na+]. The catalyst is CO.O1CCCC1. The product is [CH:17]1([N:15]([CH3:16])[CH:11]2[CH2:10][CH2:9][C:8]([CH3:20])([CH3:21])[C:7]3[CH:6]=[C:5]([C:3]([OH:4])=[O:2])[CH:14]=[CH:13][C:12]2=3)[CH2:19][CH2:18]1. The yield is 1.00. (3) The reactants are [NH2:1]C1C=CN=CC=1.C(N(CC)CC)C.Cl[C:16]([O:18][CH2:19][CH2:20][CH2:21][CH2:22][CH2:23][CH2:24][CH2:25][CH2:26][CH2:27][CH2:28][CH2:29][CH3:30])=[O:17]. The catalyst is C(Cl)Cl. The product is [C:16](=[O:17])([O:18][CH2:19][CH2:20][CH2:21][CH2:22][CH2:23][CH2:24][CH2:25][CH2:26][CH2:27][CH2:28][CH2:29][CH3:30])[NH2:1]. The yield is 0.900. (4) The reactants are O([CH2:9][CH:10]([CH2:16][CH2:17][CH3:18])[CH2:11][CH2:12][CH2:13][CH2:14][CH3:15])S(C(F)(F)F)(=O)=O.[CH3:19][C:20]1[CH:21]=[N:22][CH:23]=[C:24]([CH3:47])[C:25]=1[C:26]1[C:31]([CH3:32])=[CH:30][C:29]([CH:33]=[CH:34][C:35]2[CH:40]=[CH:39][C:38]([CH:41]([C:44]#[N:45])[C:42]#[N:43])=[CH:37][CH:36]=2)=[CH:28][C:27]=1[CH3:46].C[O-].[Na+]. The catalyst is C(Cl)Cl.CO. The product is [CH3:19][C:20]1[C:25](=[C:26]2[C:27]([CH3:46])=[CH:28][C:29](=[CH:33][CH:34]=[C:35]3[CH:40]=[CH:39][C:38](=[C:41]([C:42]#[N:43])[C:44]#[N:45])[CH:37]=[CH:36]3)[CH:30]=[C:31]2[CH3:32])[C:24]([CH3:47])=[CH:23][N:22]([CH2:9][CH:10]([CH2:16][CH2:17][CH3:18])[CH2:11][CH2:12][CH2:13][CH2:14][CH3:15])[CH:21]=1. The yield is 0.657.